Dataset: Forward reaction prediction with 1.9M reactions from USPTO patents (1976-2016). Task: Predict the product of the given reaction. (1) Given the reactants [OH2:1].C([C:14]1[CH:19]=[CH:18][CH:17]=CC=1S(O)(=O)=O)CCCCCCCCCCC.[CH3:24][CH2:25][CH2:26][CH2:27][CH2:28][CH2:29][CH2:30][CH2:31][N:32]1[S:37][C:36]([Cl:38])=[C:35]([Cl:39])[C:33]1=[O:34], predict the reaction product. The product is: [CH3:24][CH2:25][CH2:26][CH2:27][CH2:28][CH2:29][CH2:30][CH2:31][N:32]1[S:37][C:36]([Cl:38])=[C:35]([Cl:39])[C:33]1=[O:34].[CH3:14][CH2:19][CH2:18][CH2:17][O:34][CH2:33][CH2:35][OH:1]. (2) Given the reactants [F:1][CH2:2][CH2:3][N:4]1[CH2:9][CH2:8][N:7]([C:10]2[CH:11]=[CH:12][C:13]([NH2:16])=[N:14][CH:15]=2)[CH2:6][CH2:5]1.Br[C:18]1[C:19](=[O:26])[N:20]([CH3:25])[CH:21]=[C:22]([Br:24])[CH:23]=1.C(=O)([O-])[O-].[Cs+].[Cs+].CC1(C)C2C(=C(P(C3C=CC=CC=3)C3C=CC=CC=3)C=CC=2)OC2C(P(C3C=CC=CC=3)C3C=CC=CC=3)=CC=CC1=2, predict the reaction product. The product is: [Br:24][C:22]1[CH:23]=[C:18]([NH:16][C:13]2[CH:12]=[CH:11][C:10]([N:7]3[CH2:6][CH2:5][N:4]([CH2:3][CH2:2][F:1])[CH2:9][CH2:8]3)=[CH:15][N:14]=2)[C:19](=[O:26])[N:20]([CH3:25])[CH:21]=1. (3) Given the reactants [Cl:1][C:2]1[CH:3]=[N:4][C:5]2[N:6]([N:8]=[C:9]([C:11]([OH:13])=O)[CH:10]=2)[CH:7]=1.[CH2:14]1[C:23]2[C:18](=[CH:19][CH:20]=[CH:21][CH:22]=2)[CH2:17][CH2:16][NH:15]1, predict the reaction product. The product is: [Cl:1][C:2]1[CH:3]=[N:4][C:5]2[N:6]([N:8]=[C:9]([C:11]([N:15]3[CH2:16][CH2:17][C:18]4[C:23](=[CH:22][CH:21]=[CH:20][CH:19]=4)[CH2:14]3)=[O:13])[CH:10]=2)[CH:7]=1. (4) The product is: [C:1]([C:3]1[CH:4]=[C:5]([C:10]2[NH:11][C:12]3[N:13]([N:17]=[CH:18][C:19]=3[C:20]([NH2:21])=[O:24])[C:14](=[O:16])[CH:15]=2)[CH:6]=[CH:7][C:8]=1[OH:9])#[N:2]. Given the reactants [C:1]([C:3]1[CH:4]=[C:5]([C:10]2[NH:11][C:12]3[N:13]([N:17]=[CH:18][C:19]=3[C:20]#[N:21])[C:14](=[O:16])[CH:15]=2)[CH:6]=[CH:7][C:8]=1[OH:9])#[N:2].CS(C)=[O:24].C(=O)([O-])[O-].[K+].[K+].OO, predict the reaction product. (5) Given the reactants S(Cl)([Cl:3])=O.CN(C=O)C.[CH3:10][C:11]1[N:16]=[CH:15][C:14]([CH2:17]O)=[C:13]([CH2:19]O)[C:12]=1[OH:21].[ClH:22], predict the reaction product. The product is: [ClH:3].[Cl:22][CH2:19][C:13]1[C:14]([CH2:17][Cl:3])=[CH:15][N:16]=[C:11]([CH3:10])[C:12]=1[OH:21].